This data is from Forward reaction prediction with 1.9M reactions from USPTO patents (1976-2016). The task is: Predict the product of the given reaction. (1) Given the reactants [CH3:1][C@@:2]1([OH:26])[C@H:6]([OH:7])[C@@H:5]([CH2:8][OH:9])[O:4][C@H:3]1[N:10]1[C:14]2[N:15]=[CH:16][N:17]=[C:18]([NH2:19])[C:13]=2[C:12]([C:20]#[C:21][Si](C)(C)C)=[CH:11]1.[NH4+].[OH-], predict the reaction product. The product is: [CH3:1][C@@:2]1([OH:26])[C@H:6]([OH:7])[C@@H:5]([CH2:8][OH:9])[O:4][C@H:3]1[N:10]1[C:14]2[N:15]=[CH:16][N:17]=[C:18]([NH2:19])[C:13]=2[C:12]([C:20]#[CH:21])=[CH:11]1. (2) Given the reactants Cl.[CH3:2][N:3]([CH2:5][CH:6]1[CH2:14][C:13]2[C:8](=[CH:9][CH:10]=[C:11]([O:15]C)[CH:12]=2)[C:7]1([C:18]1[CH:19]=[N:20][CH:21]=[CH:22][CH:23]=1)O)[CH3:4], predict the reaction product. The product is: [CH3:4][N:3]([CH2:5][C:6]1[CH2:14][C:13]2[C:8](=[CH:9][CH:10]=[C:11]([OH:15])[CH:12]=2)[C:7]=1[C:18]1[CH:19]=[N:20][CH:21]=[CH:22][CH:23]=1)[CH3:2]. (3) Given the reactants [Br:1][C:2]1[C:3]([N:12]2[CH2:17][CH2:16][N:15]([CH2:18][C:19]3[CH:23]=[C:22]([CH3:24])[O:21][N:20]=3)[CH2:14][CH2:13]2)=[C:4]([N+:9]([O-])=O)[C:5]([NH2:8])=[N:6][CH:7]=1.CCO.[CH3:28][O:29][C:30]1[CH:37]=[CH:36][C:33]([CH:34]=O)=[CH:32][CH:31]=1.[O-]S(S([O-])=O)=O.[Na+].[Na+], predict the reaction product. The product is: [Br:1][C:2]1[C:3]([N:12]2[CH2:17][CH2:16][N:15]([CH2:18][C:19]3[CH:23]=[C:22]([CH3:24])[O:21][N:20]=3)[CH2:14][CH2:13]2)=[C:4]2[N:9]=[C:34]([C:33]3[CH:36]=[CH:37][C:30]([O:29][CH3:28])=[CH:31][CH:32]=3)[NH:8][C:5]2=[N:6][CH:7]=1. (4) Given the reactants [CH3:1][O:2][C:3](=[O:24])[CH2:4][CH2:5][CH2:6][O:7][C:8]1[CH:9]=[CH:10][C:11]2[O:15][C:14]([NH:16][CH:17]3[CH2:22][CH2:21][NH:20][CH2:19][CH2:18]3)=[N:13][C:12]=2[CH:23]=1.C(OC(N1CCC(NC2OC3C=CC(O)=CC=3N=2)CC1)=O)(C)(C)C.COC(=O)CCCBr.FC(F)(F)C(O)=O.[CH2:64]([O:66][C:67]1[CH:68]=[C:69]([CH:72]=[C:73]([O:76][CH2:77][CH3:78])[C:74]=1[F:75])[CH:70]=O)[CH3:65].C([BH3-])#N.[Na+].C(N(C(C)C)C(C)C)C, predict the reaction product. The product is: [CH3:1][O:2][C:3](=[O:24])[CH2:4][CH2:5][CH2:6][O:7][C:8]1[CH:9]=[CH:10][C:11]2[O:15][C:14]([NH:16][CH:17]3[CH2:22][CH2:21][N:20]([CH2:70][C:69]4[CH:72]=[C:73]([O:76][CH2:77][CH3:78])[C:74]([F:75])=[C:67]([O:66][CH2:64][CH3:65])[CH:68]=4)[CH2:19][CH2:18]3)=[N:13][C:12]=2[CH:23]=1. (5) Given the reactants [NH2:1][C:2]([C:4]1[CH:5]=[N:6][C:7]2[C:12]([C:13]=1[NH:14][C:15]1[CH:16]=[C:17]([CH:23]=[CH:24][CH:25]=1)[C:18]([O:20]CC)=[O:19])=[CH:11][CH:10]=[C:9]([C:26]1[C:27]([O:34][CH3:35])=[N:28][C:29]([O:32][CH3:33])=[CH:30][CH:31]=1)[CH:8]=2)=[O:3].[OH-].[Na+], predict the reaction product. The product is: [NH2:1][C:2]([C:4]1[CH:5]=[N:6][C:7]2[C:12]([C:13]=1[NH:14][C:15]1[CH:16]=[C:17]([CH:23]=[CH:24][CH:25]=1)[C:18]([OH:20])=[O:19])=[CH:11][CH:10]=[C:9]([C:26]1[C:27]([O:34][CH3:35])=[N:28][C:29]([O:32][CH3:33])=[CH:30][CH:31]=1)[CH:8]=2)=[O:3]. (6) Given the reactants [NH2:1][C:2]1[CH:3]=[C:4]([C:8]2[S:12][C:11]([C:13]3[CH:14]=[C:15]4[C:19](=[CH:20][CH:21]=3)[C:18](=[O:22])[N:17]([CH3:23])[CH:16]4[CH3:24])=[CH:10][CH:9]=2)[CH:5]=[N:6][CH:7]=1.[F:25][C:26]1[CH:31]=[C:30]([F:32])[CH:29]=[CH:28][C:27]=1[S:33](Cl)(=[O:35])=[O:34], predict the reaction product. The product is: [CH3:23][N:17]1[CH:16]([CH3:24])[C:15]2[C:19](=[CH:20][CH:21]=[C:13]([C:11]3[S:12][C:8]([C:4]4[CH:3]=[C:2]([NH:1][S:33]([C:27]5[CH:28]=[CH:29][C:30]([F:32])=[CH:31][C:26]=5[F:25])(=[O:35])=[O:34])[CH:7]=[N:6][CH:5]=4)=[CH:9][CH:10]=3)[CH:14]=2)[C:18]1=[O:22]. (7) Given the reactants [CH3:1][O:2][C:3]1[CH:8]=[CH:7][CH:6]=[C:5]([CH3:9])[C:4]=1[NH2:10].[Br:11]N1C(=O)CCC1=O, predict the reaction product. The product is: [Br:11][C:7]1[CH:6]=[C:5]([CH3:9])[C:4]([NH2:10])=[C:3]([O:2][CH3:1])[CH:8]=1.